Dataset: Catalyst prediction with 721,799 reactions and 888 catalyst types from USPTO. Task: Predict which catalyst facilitates the given reaction. Reactant: [NH2:1][C:2]1[N:10]=[CH:9][N:8]=[C:7]2[C:3]=1[N:4]([C:24]1[CH:29]=[CH:28][C:27]([O:30][C:31]3[CH:36]=[CH:35][CH:34]=[CH:33][CH:32]=3)=[CH:26][CH:25]=1)[C:5](=[O:23])[N:6]2[C:11]1[CH:12]=[C:13]([CH:20]=[CH:21][CH:22]=1)[C:14](N(OC)C)=[O:15].CC(C[AlH]CC(C)C)C. Product: [NH2:1][C:2]1[N:10]=[CH:9][N:8]=[C:7]2[C:3]=1[N:4]([C:24]1[CH:29]=[CH:28][C:27]([O:30][C:31]3[CH:36]=[CH:35][CH:34]=[CH:33][CH:32]=3)=[CH:26][CH:25]=1)[C:5](=[O:23])[N:6]2[C:11]1[CH:12]=[C:13]([CH:20]=[CH:21][CH:22]=1)[CH:14]=[O:15]. The catalyst class is: 1.